From a dataset of Cav3 T-type calcium channel HTS with 100,875 compounds. Binary Classification. Given a drug SMILES string, predict its activity (active/inactive) in a high-throughput screening assay against a specified biological target. (1) The molecule is s1c(C(=O)N2CCCCC2)c(nc1NC(=O)C1CC1)C. The result is 0 (inactive). (2) The compound is O=C1N(CC(C1)C(=O)Nc1c(ccc(c1)C)C)C(C)C. The result is 0 (inactive). (3) The compound is ClC(Cl)(Cl)C(Nc1cc(c(cc1)C)C)NC(=O)c1sccc1. The result is 0 (inactive). (4) The drug is O(CCn1c2c(c(c1C)/C=N\n1cnnc1)cccc2)c1ccccc1. The result is 0 (inactive).